Predict the reactants needed to synthesize the given product. From a dataset of Full USPTO retrosynthesis dataset with 1.9M reactions from patents (1976-2016). Given the product [Cl:1][C:2]1[CH:3]=[C:4]([NH:8][C:9]2[CH:17]=[C:16]([CH:18]([CH3:20])[CH3:19])[C:12]([C:13]([NH:41][CH2:42][C:43]3[CH:25]=[CH:24][N:23]=[CH:28][N:39]=3)=[O:15])=[CH:11][N:10]=2)[CH:5]=[CH:6][CH:7]=1, predict the reactants needed to synthesize it. The reactants are: [Cl:1][C:2]1[CH:3]=[C:4]([NH:8][C:9]2[CH:17]=[C:16]([CH:18]([CH3:20])[CH3:19])[C:12]([C:13]([OH:15])=O)=[CH:11][N:10]=2)[CH:5]=[CH:6][CH:7]=1.C([N:23]1[CH2:28]CO[CH2:25][CH2:24]1)C.N1C=CC(NC)=NC=1.O.O[N:39]1[C:43]2C=CC=C[C:42]=2[N:41]=N1.Cl.CN(C)CCCN=C=NCC.